Regression. Given two drug SMILES strings and cell line genomic features, predict the synergy score measuring deviation from expected non-interaction effect. From a dataset of NCI-60 drug combinations with 297,098 pairs across 59 cell lines. (1) Drug 1: CC12CCC(CC1=CCC3C2CCC4(C3CC=C4C5=CN=CC=C5)C)O. Drug 2: CC1CCC2CC(C(=CC=CC=CC(CC(C(=O)C(C(C(=CC(C(=O)CC(OC(=O)C3CCCCN3C(=O)C(=O)C1(O2)O)C(C)CC4CCC(C(C4)OC)O)C)C)O)OC)C)C)C)OC. Cell line: RXF 393. Synergy scores: CSS=38.0, Synergy_ZIP=0.884, Synergy_Bliss=5.07, Synergy_Loewe=8.05, Synergy_HSA=9.29. (2) Drug 1: C1C(C(OC1N2C=NC3=C(N=C(N=C32)Cl)N)CO)O. Drug 2: CC1=C(C=C(C=C1)C(=O)NC2=CC(=CC(=C2)C(F)(F)F)N3C=C(N=C3)C)NC4=NC=CC(=N4)C5=CN=CC=C5. Cell line: MDA-MB-231. Synergy scores: CSS=22.4, Synergy_ZIP=-2.68, Synergy_Bliss=0.728, Synergy_Loewe=-16.5, Synergy_HSA=-1.34. (3) Drug 1: CC(CN1CC(=O)NC(=O)C1)N2CC(=O)NC(=O)C2. Drug 2: C1CN(CCN1C(=O)CCBr)C(=O)CCBr. Cell line: UO-31. Synergy scores: CSS=14.7, Synergy_ZIP=-2.91, Synergy_Bliss=-0.407, Synergy_Loewe=1.20, Synergy_HSA=1.38.